From a dataset of Full USPTO retrosynthesis dataset with 1.9M reactions from patents (1976-2016). Predict the reactants needed to synthesize the given product. (1) Given the product [CH3:1][O:2][C:3](=[O:14])[CH2:4][O:5][C:6]1[CH:7]=[C:8]([CH3:13])[C:9]([S:16]([Cl:15])(=[O:18])=[O:17])=[C:10]([CH3:12])[CH:11]=1, predict the reactants needed to synthesize it. The reactants are: [CH3:1][O:2][C:3](=[O:14])[CH2:4][O:5][C:6]1[CH:11]=[C:10]([CH3:12])[CH:9]=[C:8]([CH3:13])[CH:7]=1.[Cl:15][S:16](O)(=[O:18])=[O:17]. (2) The reactants are: [F:1][C:2]([F:17])([F:16])[C:3]1[CH:4]=[C:5]([CH:13]=[CH:14][CH:15]=1)[C:6]([NH:8][CH2:9][C:10]([OH:12])=O)=[O:7].C(N(CC)CC)C.ClC(OCC(C)C)=O.[NH2:33][C@@H:34]1[CH2:39][CH2:38][C@H:37]([NH:40][C:41](=[O:47])[O:42][C:43]([CH3:46])([CH3:45])[CH3:44])[CH2:36][CH2:35]1. Given the product [F:16][C:2]([F:1])([F:17])[C:3]1[CH:4]=[C:5]([CH:13]=[CH:14][CH:15]=1)[C:6]([NH:8][CH2:9][C:10]([NH:33][C@@H:34]1[CH2:39][CH2:38][C@H:37]([NH:40][C:41](=[O:47])[O:42][C:43]([CH3:45])([CH3:44])[CH3:46])[CH2:36][CH2:35]1)=[O:12])=[O:7], predict the reactants needed to synthesize it. (3) Given the product [NH2:33][C@H:28]1[CH2:29][C@@H:30]([CH3:32])[CH2:31][N:26]([C:25]2[CH:24]=[CH:23][N:22]=[CH:21][C:20]=2[NH:19][C:16]([C:12]2[CH:11]=[CH:10][C:9]3[C:14](=[CH:15][C:6]([N:1]4[CH2:2][CH2:3][CH2:4][CH2:5]4)=[CH:7][CH:8]=3)[N:13]=2)=[O:18])[CH2:27]1, predict the reactants needed to synthesize it. The reactants are: [N:1]1([C:6]2[CH:15]=[C:14]3[C:9]([CH:10]=[CH:11][C:12]([C:16]([OH:18])=O)=[N:13]3)=[CH:8][CH:7]=2)[CH2:5][CH2:4][CH2:3][CH2:2]1.[NH2:19][C:20]1[CH:21]=[N:22][CH:23]=[CH:24][C:25]=1[N:26]1[CH2:31][C@H:30]([CH3:32])[CH2:29][C@H:28]([NH:33]C(=O)OC(C)(C)C)[CH2:27]1. (4) Given the product [Cl:9][C:10]1[CH:15]=[CH:14][N:13]=[C:12]2[N:16]([S:19]([C:22]3[CH:27]=[CH:26][C:25]([CH3:28])=[CH:24][CH:23]=3)(=[O:21])=[O:20])[C:17]([Sn:29]([CH2:34][CH2:35][CH2:36][CH3:37])([CH2:38][CH2:39][CH2:40][CH3:41])[CH2:30][CH2:31][CH2:32][CH3:33])=[CH:18][C:11]=12, predict the reactants needed to synthesize it. The reactants are: [Li+].CC([N-]C(C)C)C.[Cl:9][C:10]1[CH:15]=[CH:14][N:13]=[C:12]2[N:16]([S:19]([C:22]3[CH:27]=[CH:26][C:25]([CH3:28])=[CH:24][CH:23]=3)(=[O:21])=[O:20])[CH:17]=[CH:18][C:11]=12.[Sn:29](Cl)([CH2:38][CH2:39][CH2:40][CH3:41])([CH2:34][CH2:35][CH2:36][CH3:37])[CH2:30][CH2:31][CH2:32][CH3:33].O. (5) Given the product [CH3:24][C:25]1[CH:26]=[N:27][N:28]([C:2]2[CH:3]=[N:4][N:5]3[CH2:10][CH2:9][N:8]([C:11]([O:13][C:14]([CH3:17])([CH3:16])[CH3:15])=[O:12])[CH2:7][C:6]=23)[CH:29]=1, predict the reactants needed to synthesize it. The reactants are: I[C:2]1[CH:3]=[N:4][N:5]2[CH2:10][CH2:9][N:8]([C:11]([O:13][C:14]([CH3:17])([CH3:16])[CH3:15])=[O:12])[CH2:7][C:6]=12.C([O-])([O-])=O.[Cs+].[Cs+].[CH3:24][C:25]1[CH:26]=[N:27][NH:28][CH:29]=1. (6) The reactants are: Br[C:2]1[O:3][C:4]2[CH:10]=[CH:9][C:8]([CH2:11][C:12]([NH:14][CH:15]([C:22]3[CH:27]=[CH:26][C:25]([Cl:28])=[CH:24][C:23]=3[CH3:29])[C:16]3[CH:21]=[CH:20][CH:19]=[CH:18][CH:17]=3)=[O:13])=[CH:7][C:5]=2[CH:6]=1.[N:30]1[CH:35]=[C:34](B(O)O)[CH:33]=[N:32][CH:31]=1.C([O-])([O-])=O.[K+].[K+].O. Given the product [Cl:28][C:25]1[CH:26]=[CH:27][C:22]([CH:15]([C:16]2[CH:17]=[CH:18][CH:19]=[CH:20][CH:21]=2)[NH:14][C:12](=[O:13])[CH2:11][C:8]2[CH:9]=[CH:10][C:4]3[O:3][C:2]([C:34]4[CH:35]=[N:30][CH:31]=[N:32][CH:33]=4)=[CH:6][C:5]=3[CH:7]=2)=[C:23]([CH3:29])[CH:24]=1, predict the reactants needed to synthesize it. (7) Given the product [CH3:115][C@:84]1([CH2:105][OH:106])[O:83][C@@H:55]([O:56][C:57]2[CH:62]=[C:61]([NH2:63])[CH:60]=[CH:59][C:58]=2[CH2:74][C:75]2[CH:76]=[CH:77][C:78]([O:81][CH3:82])=[CH:79][CH:80]=2)[C@H:54]([OH:53])[C@@H:86]([OH:87])[C@@H:85]1[OH:96], predict the reactants needed to synthesize it. The reactants are: ClC(Cl)(Cl)C#N.C1CCN2C(=NCCC2)CC1.OC1C=C(NC(=O)OCC2C=CC=CC=2)C=CC=1CC1C=CC(OC)=CC=1.C([O:53][C@@H:54]1[C@@H:86]([O:87]C(=O)C2C=CC=CC=2)[C@H:85]([O:96]C(=O)C2C=CC=CC=2)[C@@:84]([CH3:115])([CH2:105][O:106]C(=O)C2C=CC=CC=2)[O:83][C@H:55]1[O:56][C:57]1[CH:62]=[C:61]([NH:63]C(OCC2C=CC=CC=2)=O)[CH:60]=[CH:59][C:58]=1[CH2:74][C:75]1[CH:80]=[CH:79][C:78]([O:81][CH3:82])=[CH:77][CH:76]=1)(=O)C1C=CC=CC=1.C(O[C@@H]1[C@@H](OC(=O)C2C=CC=CC=2)[C@H](OC(=O)C2C=CC=CC=2)[C@@](C)(COC(=O)C2C=CC=CC=2)O[C@H]1OC1C=C(N)C=CC=1CC1C=CC(OC)=CC=1)(=O)C1C=CC=CC=1.C(=O)([O-])[O-].[K+].[K+]. (8) Given the product [ClH:53].[F:36][C:31]1[CH:32]=[CH:33][CH:34]=[CH:35][C:30]=1[C:24]1[CH:25]=[CH:26][C:27]([C:28]2[N:29]=[N:37][NH:38][N:39]=2)=[C:22]([O:21][C@H:13]2[CH2:12][CH2:11][C@@H:10]3[C@@H:15]([CH2:16][C@@H:17]([C:18]([OH:20])=[O:19])[NH:8][CH2:9]3)[CH2:14]2)[CH:23]=1, predict the reactants needed to synthesize it. The reactants are: C(OC([N:8]1[C@H:17]([C:18]([OH:20])=[O:19])[CH2:16][C@@H:15]2[C@@H:10]([CH2:11][CH2:12][C@H:13]([O:21][C:22]3[CH:23]=[C:24]([C:30]4[CH:35]=[CH:34][CH:33]=[CH:32][C:31]=4[F:36])[CH:25]=[CH:26][C:27]=3[C:28]#[N:29])[CH2:14]2)[CH2:9]1)=O)(C)(C)C.[N:37]([Sn](CCCC)(CCCC)CCCC)=[N+:38]=[N-:39].[Cl:53]CCl. (9) Given the product [CH3:9][N:8]1[C:4]([CH2:3][C:10]#[N:11])=[N:5][CH:6]=[N:7]1, predict the reactants needed to synthesize it. The reactants are: Cl.Cl[CH2:3][C:4]1[N:8]([CH3:9])[N:7]=[CH:6][N:5]=1.[C-:10]#[N:11].[Na+].